From a dataset of Full USPTO retrosynthesis dataset with 1.9M reactions from patents (1976-2016). Predict the reactants needed to synthesize the given product. (1) Given the product [C:30]1([C:2]2[C:3]([C:16]3[CH:21]=[CH:20][CH:19]=[CH:18][CH:17]=3)=[N:4][C:5]3[C:10]([N:11]=2)=[CH:9][C:8]([C:12]([O:14][CH3:15])=[O:13])=[CH:7][CH:6]=3)[C:31]2[C:26](=[CH:25][CH:24]=[CH:23][CH:22]=2)[CH:27]=[CH:28][CH:29]=1, predict the reactants needed to synthesize it. The reactants are: Cl[C:2]1[C:3]([C:16]2[CH:21]=[CH:20][CH:19]=[CH:18][CH:17]=2)=[N:4][C:5]2[C:10]([N:11]=1)=[CH:9][C:8]([C:12]([O:14][CH3:15])=[O:13])=[CH:7][CH:6]=2.[C:22]1(B(O)O)[C:31]2[C:26](=[CH:27][CH:28]=[CH:29][CH:30]=2)[CH:25]=[CH:24][CH:23]=1. (2) Given the product [CH3:30][C:27]1[N:17]2[C:18](=[O:26])[C:19]([C:20]3[CH:25]=[CH:24][N:23]=[CH:22][CH:21]=3)=[C:14]([CH:12]([NH:11][C:2]3[N:10]=[CH:9][N:8]=[C:7]4[C:3]=3[N:4]=[CH:5][NH:6]4)[CH3:13])[N:15]=[C:16]2[S:29][CH:28]=1, predict the reactants needed to synthesize it. The reactants are: Br[C:2]1[N:10]=[CH:9][N:8]=[C:7]2[C:3]=1[N:4]=[CH:5][NH:6]2.[NH2:11][CH:12]([C:14]1[N:15]=[C:16]2[S:29][CH:28]=[C:27]([CH3:30])[N:17]2[C:18](=[O:26])[C:19]=1[C:20]1[CH:25]=[CH:24][N:23]=[CH:22][CH:21]=1)[CH3:13].C(N(CC)C(C)C)(C)C. (3) Given the product [N+:1]([C:4]1[CH:5]=[CH:6][C:7]([NH:10][C:11]([NH:21][CH2:20][CH2:19][C:15]2[CH:14]=[N:13][CH:18]=[CH:17][CH:16]=2)=[O:12])=[CH:8][CH:9]=1)([O-:3])=[O:2], predict the reactants needed to synthesize it. The reactants are: [N+:1]([C:4]1[CH:9]=[CH:8][C:7]([N:10]=[C:11]=[O:12])=[CH:6][CH:5]=1)([O-:3])=[O:2].[N:13]1[CH:18]=[CH:17][CH:16]=[C:15]([CH2:19][CH2:20][NH2:21])[CH:14]=1. (4) Given the product [F:19][C:16]1[CH:17]=[CH:18][C:4]2=[C:5]([CH:15]=1)[O:6][CH2:7][C:8]1[C:13]([F:14])=[CH:12][CH:11]=[CH:10][C:9]=1/[C:3]/2=[CH:2]\[B:20]1[O:24][C:23]([CH3:26])([CH3:25])[C:22]([CH3:28])([CH3:27])[O:21]1, predict the reactants needed to synthesize it. The reactants are: Br/[CH:2]=[C:3]1/[C:4]2[CH:18]=[CH:17][C:16]([F:19])=[CH:15][C:5]=2[O:6][CH2:7][C:8]2[C:13]([F:14])=[CH:12][CH:11]=[CH:10][C:9]/1=2.[B:20]1([B:20]2[O:24][C:23]([CH3:26])([CH3:25])[C:22]([CH3:28])([CH3:27])[O:21]2)[O:24][C:23]([CH3:26])([CH3:25])[C:22]([CH3:28])([CH3:27])[O:21]1.C([O-])(=O)C.[K+].C1(P(C2CCCCC2)C2CCCCC2)CCCCC1. (5) The reactants are: [CH3:1][O:2][C:3]1[CH:4]=[C:5]([CH:14]=[CH2:15])[CH:6]=[C:7]([O:12][CH3:13])[C:8]=1[CH2:9][CH2:10][CH3:11].Br[C:17]1[C:22]([F:23])=[CH:21][C:20]([F:24])=[CH:19][C:18]=1[F:25]. Given the product [CH3:13][O:12][C:7]1[CH:6]=[C:5]([CH:14]=[CH:15][C:21]2[C:22]([F:23])=[CH:17][C:18]([F:25])=[CH:19][C:20]=2[F:24])[CH:4]=[C:3]([O:2][CH3:1])[C:8]=1[CH2:9][CH2:10][CH3:11], predict the reactants needed to synthesize it. (6) The reactants are: [Si]([O:8][CH2:9][CH2:10][CH2:11][CH2:12][C:13]([C:36]1[CH:41]=[C:40]([F:42])[CH:39]=[CH:38][C:37]=1[F:43])([CH2:24][CH2:25][CH2:26][CH2:27][O:28][Si](C(C)(C)C)(C)C)[S:14]([C:17]1[CH:22]=[CH:21][C:20]([Cl:23])=[CH:19][CH:18]=1)(=[O:16])=[O:15])(C(C)(C)C)(C)C.[F-].C([N+](CCCC)(CCCC)CCCC)CCC. Given the product [Cl:23][C:20]1[CH:21]=[CH:22][C:17]([S:14]([C:13]([C:36]2[CH:41]=[C:40]([F:42])[CH:39]=[CH:38][C:37]=2[F:43])([CH2:12][CH2:11][CH2:10][CH2:9][OH:8])[CH2:24][CH2:25][CH2:26][CH2:27][OH:28])(=[O:16])=[O:15])=[CH:18][CH:19]=1, predict the reactants needed to synthesize it. (7) Given the product [CH3:30][C:29]1[C:24]([N:21]2[CH2:22][CH2:23][N:18]([C:16]([C:5]3[CH:4]=[CH:3][C:2]([N:33]4[CH2:34][CH2:35][CH2:36][S:32]4(=[O:38])=[O:37])=[CH:7][C:6]=3[N:8]3[CH2:12][C:11](=[O:13])[N:10]([CH3:14])[C:9]3=[O:15])=[O:17])[CH2:19][CH2:20]2)=[N:25][CH:26]=[C:27]([CH3:31])[CH:28]=1, predict the reactants needed to synthesize it. The reactants are: Cl[C:2]1[CH:3]=[CH:4][C:5]([C:16]([N:18]2[CH2:23][CH2:22][N:21]([C:24]3[C:29]([CH3:30])=[CH:28][C:27]([CH3:31])=[CH:26][N:25]=3)[CH2:20][CH2:19]2)=[O:17])=[C:6]([N:8]2[CH2:12][C:11](=[O:13])[N:10]([CH3:14])[C:9]2=[O:15])[CH:7]=1.[S:32]1(=[O:38])(=[O:37])[CH2:36][CH2:35][CH2:34][NH:33]1.